Dataset: Full USPTO retrosynthesis dataset with 1.9M reactions from patents (1976-2016). Task: Predict the reactants needed to synthesize the given product. (1) Given the product [CH3:4][C:2]([N:5]1[C:9]2[N:10]=[C:11]([C:36]3[CH:41]=[CH:40][C:39]([O:42][CH2:43][C:44]4[CH:45]=[CH:46][CH:47]=[CH:48][CH:49]=4)=[C:38]([CH3:50])[CH:37]=3)[C:12]3[C:13]([F:35])=[CH:14][C:15]([O:20][CH2:21][CH:22]4[CH2:23][CH2:24][NH:25][CH2:26][CH2:27]4)=[C:16]([O:18][CH3:19])[C:17]=3[C:8]=2[C:7]([CH3:51])=[N:6]1)([CH3:1])[CH3:3], predict the reactants needed to synthesize it. The reactants are: [CH3:1][C:2]([N:5]1[C:9]2[N:10]=[C:11]([C:36]3[CH:41]=[CH:40][C:39]([O:42][CH2:43][C:44]4[CH:49]=[CH:48][CH:47]=[CH:46][CH:45]=4)=[C:38]([CH3:50])[CH:37]=3)[C:12]3[C:13]([F:35])=[CH:14][C:15]([O:20][CH2:21][CH:22]4[CH2:27][CH2:26][N:25](C(OC(C)(C)C)=O)[CH2:24][CH2:23]4)=[C:16]([O:18][CH3:19])[C:17]=3[C:8]=2[C:7]([CH3:51])=[N:6]1)([CH3:4])[CH3:3].C(Cl)Cl.C(O)(C(F)(F)F)=O.[OH-].[K+]. (2) Given the product [OH:8][CH2:7][C:6]1[C:5]([I:10])=[CH:4][C:3]([CH3:11])=[C:2]([NH:1][C:12](=[O:13])[O:14][C:15]([CH3:18])([CH3:17])[CH3:16])[CH:9]=1, predict the reactants needed to synthesize it. The reactants are: [NH2:1][C:2]1[C:3]([CH3:11])=[CH:4][C:5]([I:10])=[C:6]([CH:9]=1)[CH2:7][OH:8].[C:12](O[C:12]([O:14][C:15]([CH3:18])([CH3:17])[CH3:16])=[O:13])([O:14][C:15]([CH3:18])([CH3:17])[CH3:16])=[O:13]. (3) Given the product [CH3:13][O:14][C:15](=[O:26])[CH:16]([O:17][C:18]1[CH:23]=[CH:22][C:21]([F:24])=[CH:20][C:19]=1[F:25])[CH:43]([OH:44])[C:31]1[N:32]([CH2:35][O:36][CH2:37][CH2:38][Si:39]([CH3:41])([CH3:40])[CH3:42])[N:33]=[CH:34][C:30]=1[N+:27]([O-:29])=[O:28], predict the reactants needed to synthesize it. The reactants are: C(NC(C)C)(C)C.C([Li])CCC.[CH3:13][O:14][C:15](=[O:26])[CH2:16][O:17][C:18]1[CH:23]=[CH:22][C:21]([F:24])=[CH:20][C:19]=1[F:25].[N+:27]([C:30]1[CH:34]=[N:33][N:32]([CH2:35][O:36][CH2:37][CH2:38][Si:39]([CH3:42])([CH3:41])[CH3:40])[C:31]=1[CH:43]=[O:44])([O-:29])=[O:28]. (4) Given the product [Cl:15][C:16]1[CH:21]=[C:20]([C:11]2[CH:12]=[CH:13][CH:2]=[C:3]([CH:10]=2)[C:4]([N:6]([O:8][CH3:9])[CH3:7])=[O:5])[CH:19]=[CH:18][CH:17]=1, predict the reactants needed to synthesize it. The reactants are: N[C:2]1[CH:13]=[CH:12][C:11](Br)=[CH:10][C:3]=1[C:4]([N:6]([O:8][CH3:9])[CH3:7])=[O:5].[Cl:15][C:16]1[CH:17]=[C:18](B(O)O)[CH:19]=[CH:20][CH:21]=1.C(=O)([O-])[O-].[Na+].[Na+].C(OCC)(=O)C.